From a dataset of Full USPTO retrosynthesis dataset with 1.9M reactions from patents (1976-2016). Predict the reactants needed to synthesize the given product. (1) Given the product [CH:1]([N:4]1[C:8]([C:9]2[N:10]=[C:11]3[C:17]4[CH:18]=[CH:19][C:20]([C:22]5[N:23]([CH:27]6[CH2:32][CH2:31][CH2:30][N:29]([C:42]([CH3:49])([CH3:48])[C:43]([O:45][CH2:46][CH3:47])=[O:44])[CH2:28]6)[N:24]=[CH:25][CH:26]=5)=[CH:21][C:16]=4[O:15][CH2:14][CH2:13][N:12]3[CH:33]=2)=[N:7][C:6]([CH3:34])=[N:5]1)([CH3:3])[CH3:2], predict the reactants needed to synthesize it. The reactants are: [CH:1]([N:4]1[C:8]([C:9]2[N:10]=[C:11]3[C:17]4[CH:18]=[CH:19][C:20]([C:22]5[N:23]([CH:27]6[CH2:32][CH2:31][CH2:30][NH:29][CH2:28]6)[N:24]=[CH:25][CH:26]=5)=[CH:21][C:16]=4[O:15][CH2:14][CH2:13][N:12]3[CH:33]=2)=[N:7][C:6]([CH3:34])=[N:5]1)([CH3:3])[CH3:2].C(=O)([O-])[O-].[Cs+].[Cs+].Br[C:42]([CH3:49])([CH3:48])[C:43]([O:45][CH2:46][CH3:47])=[O:44]. (2) Given the product [CH3:31][S:32][CH2:34][CH2:35][C:36]([NH:1][C:2]1[CH:3]=[CH:4][C:5]([S:8][C:9]2[C:18]3[C:13](=[CH:14][CH:15]=[CH:16][CH:17]=3)[NH:12]/[C:11](=[C:19]3/[C:20]([CH2:25][CH2:26][CH3:27])=[N:21][NH:22][C:23]/3=[O:24])/[CH:10]=2)=[CH:6][CH:7]=1)=[O:37], predict the reactants needed to synthesize it. The reactants are: [NH2:1][C:2]1[CH:7]=[CH:6][C:5]([S:8][C:9]2[C:18]3[C:13](=[CH:14][CH:15]=[CH:16][CH:17]=3)[NH:12]/[C:11](=[C:19]3/[C:20]([CH2:25][CH2:26][CH3:27])=[N:21][NH:22][C:23]/3=[O:24])/[CH:10]=2)=[CH:4][CH:3]=1.CCC[C:31](Cl)=[S:32].[CH2:34]1C[O:37][CH2:36][CH2:35]1. (3) Given the product [CH3:1][O:2][C:3](=[O:21])[CH2:4][C:9]1[C:14]([N+:15]([O-:17])=[O:16])=[CH:13][CH:12]=[CH:11][C:10]=1[N+:18]([O-:20])=[O:19], predict the reactants needed to synthesize it. The reactants are: [CH3:1][O:2][C:3](=[O:21])[CH:4]([C:9]1[C:14]([N+:15]([O-:17])=[O:16])=[CH:13][CH:12]=[CH:11][C:10]=1[N+:18]([O-:20])=[O:19])C(OC)=O.Cl(O)(=O)(=O)=O.C(OCC)(=O)C. (4) Given the product [CH3:13][O:12][C:9]1[CH:10]=[C:11]2[C:6](=[CH:7][C:8]=1[O:14][CH3:15])[N:5]=[CH:4][CH:3]=[C:2]2[O:23][C:22]1[C:17]([CH3:16])=[N:18][CH:19]=[CH:20][CH:21]=1, predict the reactants needed to synthesize it. The reactants are: Cl[C:2]1[C:11]2[C:6](=[CH:7][C:8]([O:14][CH3:15])=[C:9]([O:12][CH3:13])[CH:10]=2)[N:5]=[CH:4][CH:3]=1.[CH3:16][C:17]1[C:22]([OH:23])=[CH:21][CH:20]=[CH:19][N:18]=1.